Task: Predict the reaction yield, written as a fraction of the theoretical maximum amount of product (1.0 means a 100% yield; for example, 0.34 means a 34% yield).. Dataset: Reaction yield outcomes from USPTO patents with 853,638 reactions (1) The reactants are [CH3:1][N:2]([CH3:25])[C:3]([N:5]1[CH2:9][CH:8]2[CH2:10][C:11]([NH:14][CH2:15][C:16]([N:18]3[CH2:22][CH2:21][CH2:20][C@H:19]3[C:23]#[N:24])=[O:17])([CH3:13])[CH2:12][CH:7]2[CH2:6]1)=[O:4].O.[C:27]1([CH3:37])[CH:32]=[CH:31][C:30]([S:33]([OH:36])(=[O:35])=[O:34])=[CH:29][CH:28]=1. The catalyst is ClCCl. The product is [C:27]1([CH3:37])[CH:28]=[CH:29][C:30]([S:33]([OH:36])(=[O:34])=[O:35])=[CH:31][CH:32]=1.[CH3:25][N:2]([CH3:1])[C:3]([N:5]1[CH2:6][CH:7]2[CH2:12][C:11]([NH:14][CH2:15][C:16]([N:18]3[CH2:22][CH2:21][CH2:20][C@H:19]3[C:23]#[N:24])=[O:17])([CH3:13])[CH2:10][CH:8]2[CH2:9]1)=[O:4]. The yield is 0.953. (2) The reactants are C(=O)([O-])[O-].[Na+].[Na+].[NH2:7][C:8]1[CH:13]=[CH:12][N:11]2[CH:14]=[C:15]([CH3:17])[N:16]=[C:10]2[C:9]=1[I:18].Cl[C:20]([O:22][CH2:23][CH3:24])=[O:21].O. The catalyst is C(Cl)Cl. The product is [I:18][C:9]1[C:10]2[N:11]([CH:14]=[C:15]([CH3:17])[N:16]=2)[CH:12]=[CH:13][C:8]=1[NH:7][C:20]([O:22][CH2:23][CH3:24])=[O:21]. The yield is 0.440.